Dataset: Forward reaction prediction with 1.9M reactions from USPTO patents (1976-2016). Task: Predict the product of the given reaction. (1) The product is: [CH:34]1[C:33]2[CH:32]([CH2:31][O:30][C:29]([NH:28][C@@H:26]([CH3:27])[C:25]([NH:1][C:2]3[C:3]4[CH:23]=[CH:22][CH:21]=[CH:20][C:4]=4[C:5]4[C@H:6]([CH2:18][Cl:19])[CH2:7][N:8]([C:11]([O:13][C:14]([CH3:16])([CH3:17])[CH3:15])=[O:12])[C:9]=4[CH:10]=3)=[O:46])=[O:45])[C:44]3[C:39](=[CH:40][CH:41]=[CH:42][CH:43]=3)[C:38]=2[CH:37]=[CH:36][CH:35]=1. Given the reactants [NH2:1][C:2]1[C:3]2[CH:23]=[CH:22][CH:21]=[CH:20][C:4]=2[C:5]2[C@H:6]([CH2:18][Cl:19])[CH2:7][N:8]([C:11]([O:13][C:14]([CH3:17])([CH3:16])[CH3:15])=[O:12])[C:9]=2[CH:10]=1.Cl[C:25](=[O:46])[C@@H:26]([NH:28][C:29](=[O:45])[O:30][CH2:31][CH:32]1[C:44]2[CH:43]=[CH:42][CH:41]=[CH:40][C:39]=2[C:38]2[C:33]1=[CH:34][CH:35]=[CH:36][CH:37]=2)[CH3:27].CCN(C(C)C)C(C)C, predict the reaction product. (2) Given the reactants [CH3:1][O:2][C:3]1[CH:4]=[C:5]2[C:10](=[CH:11][CH:12]=1)[C:9](=[O:13])[CH:8]([CH3:14])[CH2:7][CH2:6]2.[BH4-].[Na+].O, predict the reaction product. The product is: [CH3:1][O:2][C:3]1[CH:4]=[C:5]2[C:10](=[CH:11][CH:12]=1)[CH:9]([OH:13])[CH:8]([CH3:14])[CH2:7][CH2:6]2. (3) Given the reactants [O:1]=[C:2]1[C:10](=[O:11])[C:9]2[C:4](=[CH:5][CH:6]=[C:7]([S:12][CH2:13][CH2:14][C:15]3[CH:25]=[CH:24][C:18]([C:19]([O:21]CC)=[O:20])=[CH:17][CH:16]=3)[CH:8]=2)[N:3]1[CH2:26][C:27]1[CH:32]=[CH:31][CH:30]=[CH:29][CH:28]=1.C(=O)([O-])[O-].[K+].[K+], predict the reaction product. The product is: [O:1]=[C:2]1[C:10](=[O:11])[C:9]2[C:4](=[CH:5][CH:6]=[C:7]([S:12][CH2:13][CH2:14][C:15]3[CH:25]=[CH:24][C:18]([C:19]([OH:21])=[O:20])=[CH:17][CH:16]=3)[CH:8]=2)[N:3]1[CH2:26][C:27]1[CH:32]=[CH:31][CH:30]=[CH:29][CH:28]=1. (4) Given the reactants [CH3:1][C:2]1[N:3]([C:8]2[CH:13]=[C:12]([CH3:14])[C:11]([OH:15])=[C:10]([CH3:16])[N:9]=2)[C:4]([CH3:7])=[CH:5][CH:6]=1.[CH2:17](Br)[C:18]1[CH:23]=[CH:22][CH:21]=[CH:20][CH:19]=1.[H-].[Na+].O, predict the reaction product. The product is: [CH3:7][C:4]1[N:3]([C:8]2[CH:13]=[C:12]([CH3:14])[C:11]([O:15][CH2:17][C:18]3[CH:23]=[CH:22][CH:21]=[CH:20][CH:19]=3)=[C:10]([CH3:16])[N:9]=2)[C:2]([CH3:1])=[CH:6][CH:5]=1. (5) Given the reactants [N+:1]([C:4]1[CH:12]=[CH:11][C:7]([C:8](Cl)=[O:9])=[CH:6][CH:5]=1)([O-:3])=[O:2].[CH3:13][S:14]([NH2:17])(=[O:16])=[O:15].C(N(CC)CC)C, predict the reaction product. The product is: [N+:1]([C:4]1[CH:12]=[CH:11][C:7]([C:8]([NH:17][S:14]([CH3:13])(=[O:16])=[O:15])=[O:9])=[CH:6][CH:5]=1)([O-:3])=[O:2].